Dataset: KCNQ2 potassium channel screen with 302,405 compounds. Task: Binary Classification. Given a drug SMILES string, predict its activity (active/inactive) in a high-throughput screening assay against a specified biological target. The compound is s1c(N2CC(CCC2)C(=O)NC2CCN(CC2)Cc2ccccc2)nnc1n1cccc1. The result is 0 (inactive).